The task is: Predict the product of the given reaction.. This data is from Forward reaction prediction with 1.9M reactions from USPTO patents (1976-2016). (1) Given the reactants Br[C:2]1[C:3]([CH:11]=[O:12])=[CH:4][C:5]2[O:9][CH2:8][O:7][C:6]=2[CH:10]=1.[C:13]([Cu])#[N:14].O, predict the reaction product. The product is: [C:13]([C:2]1[C:3]([CH:11]=[O:12])=[CH:4][C:5]2[O:9][CH2:8][O:7][C:6]=2[CH:10]=1)#[N:14]. (2) Given the reactants [NH4+]=[S:2].C(O)C.[CH2:6]([N:10]1[C:14]([C:15]#[N:16])=[C:13]([CH2:17][OH:18])[N:12]=[C:11]1[N:19]1[CH2:24][CH2:23][N:22]([C:25]([O:27][C:28]([CH3:31])([CH3:30])[CH3:29])=[O:26])[CH2:21][CH2:20]1)[C:7]#[C:8][CH3:9], predict the reaction product. The product is: [CH2:6]([N:10]1[C:14]([C:15](=[S:2])[NH2:16])=[C:13]([CH2:17][OH:18])[N:12]=[C:11]1[N:19]1[CH2:20][CH2:21][N:22]([C:25]([O:27][C:28]([CH3:31])([CH3:30])[CH3:29])=[O:26])[CH2:23][CH2:24]1)[C:7]#[C:8][CH3:9]. (3) Given the reactants [CH2:1]([NH:3][C:4](=[O:21])[C@H:5]([NH:9][C:10](=[O:20])[C:11]1[CH:16]=[CH:15][C:14]([C:17]#[CH:18])=[CH:13][C:12]=1[OH:19])[C@@H:6](O)[CH3:7])[CH3:2].O=S(Cl)Cl, predict the reaction product. The product is: [CH2:1]([NH:3][C:4]([C@H:5]1[C@@H:6]([CH3:7])[O:20][C:10]([C:11]2[CH:16]=[CH:15][C:14]([C:17]#[CH:18])=[CH:13][C:12]=2[OH:19])=[N:9]1)=[O:21])[CH3:2]. (4) Given the reactants Cl.[F:2][CH:3]([F:6])[CH2:4][NH2:5].CCN(C(C)C)C(C)C.[C:16]([SiH2:20][O:21][C:22]([CH3:33])([CH3:32])[C:23]1[CH:24]=[C:25]([CH:28]=[CH:29][C:30]=1[Cl:31])[CH:26]=O)([CH3:19])([CH3:18])[CH3:17].[BH4-].[Na+].[CH3:36][C:37]([O:40][C:41](O[C:41]([O:40][C:37]([CH3:39])([CH3:38])[CH3:36])=[O:42])=[O:42])([CH3:39])[CH3:38], predict the reaction product. The product is: [C:37]([O:40][C:41](=[O:42])[N:5]([CH2:26][C:25]1[CH:28]=[CH:29][C:30]([Cl:31])=[C:23]([C:22]([CH3:33])([CH3:32])[O:21][SiH2:20][C:16]([CH3:19])([CH3:18])[CH3:17])[CH:24]=1)[CH2:4][CH:3]([F:6])[F:2])([CH3:39])([CH3:38])[CH3:36].